This data is from Forward reaction prediction with 1.9M reactions from USPTO patents (1976-2016). The task is: Predict the product of the given reaction. (1) Given the reactants [Cl:1][C:2]1[CH:3]=[CH:4][C:5]([O:16][CH3:17])=[C:6]([C:8](=[O:15])[CH2:9][C:10]([O:12][CH2:13][CH3:14])=[O:11])[CH:7]=1.CO[CH:20](OC)[N:21]([CH3:23])[CH3:22], predict the reaction product. The product is: [Cl:1][C:2]1[CH:3]=[CH:4][C:5]([O:16][CH3:17])=[C:6]([CH:7]=1)[C:8]([C:9](=[CH:20][N:21]([CH3:23])[CH3:22])[C:10]([O:12][CH2:13][CH3:14])=[O:11])=[O:15]. (2) Given the reactants C([O:4][CH2:5][C:6]([CH3:44])([CH3:43])[CH2:7][N:8]1[C:14]2[CH:15]=[CH:16][C:17]([Cl:19])=[CH:18][C:13]=2[C@@H:12]([C:20]2[CH:25]=[CH:24][CH:23]=[C:22]([O:26][CH3:27])[C:21]=2[O:28][CH3:29])[O:11][C@H:10]([CH2:30][C:31]2[N:32]=[C:33]([CH3:41])[S:34][C:35]=2[C:36]([O:38]CC)=[O:37])[C:9]1=[O:42])(=O)C.[OH-].[Na+].C(O)C, predict the reaction product. The product is: [Cl:19][C:17]1[CH:16]=[CH:15][C:14]2[N:8]([CH2:7][C:6]([CH3:43])([CH3:44])[CH2:5][OH:4])[C:9](=[O:42])[C@@H:10]([CH2:30][C:31]3[N:32]=[C:33]([CH3:41])[S:34][C:35]=3[C:36]([OH:38])=[O:37])[O:11][C@H:12]([C:20]3[CH:25]=[CH:24][CH:23]=[C:22]([O:26][CH3:27])[C:21]=3[O:28][CH3:29])[C:13]=2[CH:18]=1. (3) The product is: [Br:1][C:2]1[CH:3]=[C:4]([N:8]2[C:12]3=[N:13][CH:14]=[C:15]([C:25]4[CH:26]=[CH:27][N:23]([CH3:22])[N:24]=4)[CH:16]=[C:11]3[C:10]([C:18]([O:20][CH3:21])=[O:19])=[N:9]2)[CH:5]=[CH:6][CH:7]=1. Given the reactants [Br:1][C:2]1[CH:3]=[C:4]([N:8]2[C:12]3=[N:13][CH:14]=[C:15](I)[CH:16]=[C:11]3[C:10]([C:18]([O:20][CH3:21])=[O:19])=[N:9]2)[CH:5]=[CH:6][CH:7]=1.[CH3:22][N:23]1[CH:27]=[CH:26][C:25](B2OC(C)(C)C(C)(C)O2)=[N:24]1.[Cl-].[Li+].C(=O)([O-])[O-].[Na+].[Na+], predict the reaction product. (4) Given the reactants [CH:1]1([N:7]2[C:11]3[CH:12]=[CH:13][C:14]([CH2:16][OH:17])=[CH:15][C:10]=3[N:9]=[C:8]2[NH:18][C:19]2[C:27]3[C:22](=[CH:23][CH:24]=[C:25]([C:28]4[CH:33]=[CH:32][CH:31]=[C:30]([CH2:34][O:35][CH3:36])[CH:29]=4)[CH:26]=3)[N:21](COCC[Si](C)(C)C)[N:20]=2)[CH2:6][CH2:5][CH2:4][CH2:3][CH2:2]1.Cl, predict the reaction product. The product is: [CH:1]1([N:7]2[C:11]3[CH:12]=[CH:13][C:14]([CH2:16][OH:17])=[CH:15][C:10]=3[N:9]=[C:8]2[NH:18][C:19]2[C:27]3[C:22](=[CH:23][CH:24]=[C:25]([C:28]4[CH:33]=[CH:32][CH:31]=[C:30]([CH2:34][O:35][CH3:36])[CH:29]=4)[CH:26]=3)[NH:21][N:20]=2)[CH2:2][CH2:3][CH2:4][CH2:5][CH2:6]1. (5) Given the reactants [CH3:1][N:2]([CH3:19])[C:3](=[O:18])[C@@H:4]([OH:17])[CH2:5][NH:6]C(=O)OCC1C=CC=CC=1, predict the reaction product. The product is: [NH2:6][CH2:5][C@H:4]([OH:17])[C:3]([N:2]([CH3:19])[CH3:1])=[O:18]. (6) Given the reactants [NH2:1][C:2]1[N:6]([CH3:7])[N:5]=[CH:4][C:3]=1[CH2:8][NH:9][CH2:10][CH2:11][NH:12][C:13]([C:26]1[CH:31]=[CH:30][CH:29]=[CH:28][CH:27]=1)([C:20]1[CH:25]=[CH:24][CH:23]=[CH:22][CH:21]=1)[C:14]1[CH:19]=[CH:18][CH:17]=[CH:16][CH:15]=1.C(N(CC)CC)C.FC(F)(F)S(N=[C:45]([NH:54][C:55](=[O:61])[O:56][C:57]([CH3:60])([CH3:59])[CH3:58])[NH:46][C:47](=[O:53])[O:48][C:49]([CH3:52])([CH3:51])[CH3:50])(=O)=O, predict the reaction product. The product is: [NH2:1][C:2]1[N:6]([CH3:7])[N:5]=[CH:4][C:3]=1[CH2:8][N:9]([CH2:10][CH2:11][NH:12][C:13]([C:26]1[CH:31]=[CH:30][CH:29]=[CH:28][CH:27]=1)([C:20]1[CH:21]=[CH:22][CH:23]=[CH:24][CH:25]=1)[C:14]1[CH:19]=[CH:18][CH:17]=[CH:16][CH:15]=1)[C:45]([NH:46][C:47]([O:48][C:49]([CH3:52])([CH3:51])[CH3:50])=[O:53])=[N:54][C:55]([O:56][C:57]([CH3:60])([CH3:59])[CH3:58])=[O:61].